This data is from Forward reaction prediction with 1.9M reactions from USPTO patents (1976-2016). The task is: Predict the product of the given reaction. (1) The product is: [Cl:1][C:2]1[C:7]([NH:8][S:9]([CH3:12])(=[O:10])=[O:11])=[CH:6][C:5]([C:13]2[CH:21]=[C:20]3[C:16]([CH:17]=[N:18][N:19]3[S:22]([C:25]3[CH:30]=[CH:29][C:28]([CH3:31])=[CH:27][CH:26]=3)(=[O:23])=[O:24])=[C:15]([C:32]3[O:39][C:37]([CH3:38])=[N:35][N:36]=3)[CH:14]=2)=[CH:4][N:3]=1. Given the reactants [Cl:1][C:2]1[C:7]([NH:8][S:9]([CH3:12])(=[O:11])=[O:10])=[CH:6][C:5]([C:13]2[CH:21]=[C:20]3[C:16]([CH:17]=[N:18][N:19]3[S:22]([C:25]3[CH:30]=[CH:29][C:28]([CH3:31])=[CH:27][CH:26]=3)(=[O:24])=[O:23])=[C:15]([C:32]3[NH:36][N:35]=NN=3)[CH:14]=2)=[CH:4][N:3]=1.[C:37](Cl)(=[O:39])[CH3:38], predict the reaction product. (2) Given the reactants [C:1]([O:5][C:6]([N:8]1[C@H:13]([C:14](C)(C)[O:15][SiH2]C(C)(C)C)[CH2:12][C@:11]2([CH2:23]OS(C)(=O)=O)[C@H:9]1[CH2:10]2)=[O:7])([CH3:4])([CH3:3])[CH3:2].C([BH-](CC)CC)C.[Li+].C(OC(N1[C@H](C(C)(C)O[SiH2]C(C)(C)C)C[C@]2(C)[C@H]1C2)=O)(C)(C)C.O.O.O.[F-].C([N+](CCCC)(CCCC)CCCC)CCC, predict the reaction product. The product is: [C:1]([O:5][C:6]([N:8]1[C@H:13]([CH2:14][OH:15])[CH2:12][C@:11]2([CH3:23])[C@H:9]1[CH2:10]2)=[O:7])([CH3:4])([CH3:3])[CH3:2]. (3) Given the reactants [CH3:1][NH:2][C:3](=[O:5])[CH3:4].[CH3:6][O:7][C:8]1[CH:9]=[C:10]([CH:13]=[CH:14][CH:15]=1)[CH2:11]Br, predict the reaction product. The product is: [CH3:6][O:7][C:8]1[CH:9]=[C:10]([CH:13]=[CH:14][CH:15]=1)[CH2:11][N:2]([CH3:1])[C:3](=[O:5])[CH3:4]. (4) Given the reactants [N:1]([Sn](CCCC)(CCCC)CCCC)=[N+:2]=[N-:3].[F:17][C:18]([F:52])([F:51])[C:19]1[CH:20]=[C:21]([CH:44]=[C:45]([C:47]([F:50])([F:49])[F:48])[CH:46]=1)[CH2:22][N:23]([C:42]#[N:43])[CH:24]1[CH2:30][CH2:29][CH2:28][N:27]([C:31]([O:33][CH:34]([CH3:36])[CH3:35])=[O:32])[C:26]2[CH:37]=[C:38]([Cl:41])[CH:39]=[CH:40][C:25]1=2.C(OCC)(=O)C.Cl, predict the reaction product. The product is: [F:50][C:47]([F:48])([F:49])[C:45]1[CH:44]=[C:21]([CH:20]=[C:19]([C:18]([F:17])([F:51])[F:52])[CH:46]=1)[CH2:22][N:23]([C:42]1[NH:3][N:2]=[N:1][N:43]=1)[CH:24]1[CH2:30][CH2:29][CH2:28][N:27]([C:31]([O:33][CH:34]([CH3:36])[CH3:35])=[O:32])[C:26]2[CH:37]=[C:38]([Cl:41])[CH:39]=[CH:40][C:25]1=2. (5) Given the reactants [CH:1]1([C:4]2[C:13](B3OC(C)(C)C(C)(C)O3)=[CH:12][C:7]([C:8]([O:10][CH3:11])=[O:9])=[C:6]([OH:23])[CH:5]=2)[CH2:3][CH2:2]1.COCCOC.Br[CH2:31][C:32]1[CH:37]=[CH:36][C:35]([N:38]2[CH:42]=[CH:41][CH:40]=[N:39]2)=[CH:34][CH:33]=1.C(=O)([O-])[O-].[Na+].[Na+], predict the reaction product. The product is: [N:38]1([C:35]2[CH:36]=[CH:37][C:32]([CH2:31][C:13]3[C:4]([CH:1]4[CH2:2][CH2:3]4)=[CH:5][C:6]([OH:23])=[C:7]([CH:12]=3)[C:8]([O:10][CH3:11])=[O:9])=[CH:33][CH:34]=2)[CH:42]=[CH:41][CH:40]=[N:39]1. (6) Given the reactants Br[C:2]1[C:3]2[C:4]3[CH:18]=[CH:17][S:16][C:5]=3[C:6](=[O:15])[NH:7][C:8]=2[C:9]([CH3:14])=[CH:10][C:11]=1[O:12][CH3:13].CC1(C)C(C)(C)OB([C:27]2[CH:32]=[CH:31][C:30]([CH:33]([CH2:43][CH3:44])[CH2:34][NH:35][C:36](=[O:42])[O:37][C:38]([CH3:41])([CH3:40])[CH3:39])=[CH:29][CH:28]=2)O1, predict the reaction product. The product is: [CH3:13][O:12][C:11]1[CH:10]=[C:9]([CH3:14])[C:8]2[NH:7][C:6](=[O:15])[C:5]3[S:16][CH:17]=[CH:18][C:4]=3[C:3]=2[C:2]=1[C:27]1[CH:28]=[CH:29][C:30]([CH:33]([CH2:43][CH3:44])[CH2:34][NH:35][C:36](=[O:42])[O:37][C:38]([CH3:39])([CH3:40])[CH3:41])=[CH:31][CH:32]=1. (7) Given the reactants Cl[CH2:2][CH2:3][S:4][C:5]1[CH:11]=[CH:10][CH:9]=[CH:8][C:6]=1[NH2:7].C(=O)([O-])[O-].[K+].[K+].[I-].[Na+], predict the reaction product. The product is: [S:4]1[CH2:3][CH2:2][NH:7][C:6]2[CH:8]=[CH:9][CH:10]=[CH:11][C:5]1=2.